This data is from Forward reaction prediction with 1.9M reactions from USPTO patents (1976-2016). The task is: Predict the product of the given reaction. Given the reactants Cl[C:2]1[CH:19]=[CH:18][C:17]([CH2:20][N:21]2[CH2:26][CH2:25][N:24]([S:27](C)(=[O:29])=[O:28])[CH2:23][CH2:22]2)=[CH:16][C:3]=1[CH2:4][NH:5][C:6]([NH:8][C:9]1[CH:10]=[N:11][C:12]([CH3:15])=[CH:13][CH:14]=1)=[O:7].[CH3:31][N:32]([CH3:37])S(Cl)(=O)=O.[CH3:38]S(Cl)(=O)=O, predict the reaction product. The product is: [CH3:31][N:32]([CH3:37])[S:27]([N:24]1[CH2:25][CH2:26][N:21]([CH2:20][C:17]2[CH:18]=[CH:19][CH:2]=[C:3]([C@@H:4]([NH:5][C:6]([NH:8][C:9]3[CH:10]=[N:11][C:12]([CH3:15])=[CH:13][CH:14]=3)=[O:7])[CH3:38])[CH:16]=2)[CH2:22][CH2:23]1)(=[O:29])=[O:28].